Task: Predict the reactants needed to synthesize the given product.. Dataset: Full USPTO retrosynthesis dataset with 1.9M reactions from patents (1976-2016) (1) Given the product [Cl:22][C:23]1[CH:24]=[CH:25][C:26]([C:27]([N:2]([CH3:1])[C:3]2[CH:8]=[CH:7][CH:6]=[CH:5][C:4]=2[O:9][CH2:10][CH2:11][C:12]2[NH:16][N:15]=[N:14][N:13]=2)=[O:28])=[CH:30][C:31]=1[C:32]1[CH:33]=[N:34][C:35]([C:38]([F:41])([F:40])[F:39])=[CH:36][C:37]=1[C:42]#[N:44], predict the reactants needed to synthesize it. The reactants are: [CH3:1][NH:2][C:3]1[CH:8]=[CH:7][CH:6]=[CH:5][C:4]=1[O:9][CH2:10][CH2:11][C:12]1[NH:16][N:15]=[N:14][N:13]=1.C([O-])(O)=O.[Na+].[Cl:22][C:23]1[C:31]([C:32]2[CH:33]=[N:34][C:35]([C:38]([F:41])([F:40])[F:39])=[CH:36][CH:37]=2)=[CH:30][C:26]([C:27](Cl)=[O:28])=[CH:25][CH:24]=1.[C:42](#[N:44])C. (2) Given the product [NH2:1][C:2]1[N:3]([C:17]2[CH:18]=[CH:19][CH:20]=[C:21]([OH:23])[CH:22]=2)[N:4]=[C:5]2[C:14]3[CH:13]=[CH:12][C:11]([O:15][CH2:29][CH2:30][CH2:31][N:32]4[CH2:37][CH2:36][N:35]([CH3:38])[CH2:34][CH2:33]4)=[CH:10][C:9]=3[NH:8][C:7](=[O:16])[C:6]=12, predict the reactants needed to synthesize it. The reactants are: [NH2:1][C:2]1[N:3]([C:17]2[CH:22]=[C:21]([O:23]C)[CH:20]=[CH:19][C:18]=2Cl)[N:4]=[C:5]2[C:14]3[CH:13]=[CH:12][C:11]([OH:15])=[CH:10][C:9]=3[NH:8][C:7](=[O:16])[C:6]=12.Cl.Cl.Cl[CH2:29][CH2:30][CH2:31][N:32]1[CH2:37][CH2:36][N:35]([CH3:38])[CH2:34][CH2:33]1.C(=O)([O-])[O-].[K+].[K+].[I-].[K+]. (3) Given the product [CH:18]1[C:19]2[C:14](=[C:13]([NH:12][CH:4]3[CH2:5][CH2:6][C:7](=[O:10])[CH2:8][CH2:9]3)[CH:22]=[CH:21][CH:20]=2)[CH:15]=[CH:16][N:17]=1, predict the reactants needed to synthesize it. The reactants are: C1O[C:4]2([CH2:9][CH2:8][C:7](=[O:10])[CH2:6][CH2:5]2)OC1.[NH2:12][C:13]1[CH:22]=[CH:21][CH:20]=[C:19]2[C:14]=1[CH:15]=[CH:16][N:17]=[CH:18]2.C(O)(=O)C. (4) Given the product [CH3:4][O:6][C:7]([C:8]1[CH:9]=[C:10]([C:11]2[CH:16]=[CH:15][CH:14]=[CH:13][CH:12]=2)[NH:2][N:1]=1)=[O:19], predict the reactants needed to synthesize it. The reactants are: [NH2:1][NH2:2].O.[CH2:4]([O:6][C:7](=[O:19])[C:8](=O)[CH2:9][C:10](=O)[C:11]1[CH:16]=[CH:15][CH:14]=[CH:13][CH:12]=1)C. (5) Given the product [Br:1][C:2]1[C:7]([I:8])=[C:6]([CH3:9])[C:5]([C:10]#[N:11])=[C:4]2[C:3]=1[O:19][C:13]([C:14]([CH3:15])([CH3:16])[CH3:17])=[N:12]2, predict the reactants needed to synthesize it. The reactants are: [Br:1][C:2]1[C:3]([OH:19])=[C:4]([NH:12][C:13](=O)[C:14]([CH3:17])([CH3:16])[CH3:15])[C:5]([C:10]#[N:11])=[C:6]([CH3:9])[C:7]=1[I:8].O.C(=O)(O)[O-].[Na+]. (6) Given the product [NH2:1][C:2]1[C:7]([C:8]#[N:9])=[C:6]([O:10][CH2:11][CH3:12])[N:5]=[C:4]([C:13]([NH:53][CH2:52][CH2:51][N:48]2[CH2:49][CH2:50][N:45]([CH2:38][C:39]3[CH:44]=[CH:43][CH:42]=[CH:41][CH:40]=3)[CH2:46][CH2:47]2)=[O:15])[CH:3]=1, predict the reactants needed to synthesize it. The reactants are: [NH2:1][C:2]1[C:7]([C:8]#[N:9])=[C:6]([O:10][CH2:11][CH3:12])[N:5]=[C:4]([C:13]([OH:15])=O)[CH:3]=1.F[B-](F)(F)F.N1(OC(N(C)C)=[N+](C)C)C2C=CC=CC=2N=N1.[CH2:38]([N:45]1[CH2:50][CH2:49][N:48]([CH2:51][CH2:52][NH2:53])[CH2:47][CH2:46]1)[C:39]1[CH:44]=[CH:43][CH:42]=[CH:41][CH:40]=1.C(N(C(C)C)CC)(C)C. (7) Given the product [F:25][C:20]1[CH:19]=[C:18]([CH2:17][CH2:16][C:15]([OH:26])=[O:14])[CH:23]=[CH:22][C:21]=1[O:24][CH2:2][C:3]1[C:4]([S:9][CH2:10][CH2:11][CH3:12])=[N:5][CH:6]=[CH:7][CH:8]=1, predict the reactants needed to synthesize it. The reactants are: Cl[CH2:2][C:3]1[C:4]([S:9][CH2:10][CH2:11][CH3:12])=[N:5][CH:6]=[CH:7][CH:8]=1.C[O:14][C:15](=[O:26])[CH2:16][CH2:17][C:18]1[CH:23]=[CH:22][C:21]([OH:24])=[C:20]([F:25])[CH:19]=1.